From a dataset of Catalyst prediction with 721,799 reactions and 888 catalyst types from USPTO. Predict which catalyst facilitates the given reaction. (1) Reactant: Cl.[CH:2]1([O:6][C:7]2[C:16]([C:17]3[N:18](COCC[Si](C)(C)C)[C:19]([CH:22]4[CH2:27][CH2:26][N:25](C(OC(C)(C)C)=O)[CH2:24][CH2:23]4)=[CH:20][N:21]=3)=[CH:15][CH:14]=[C:13]3[C:8]=2[CH2:9][CH2:10][C@H:11]([CH3:48])[N:12]3[C:43]([CH:45]2[CH2:47][CH2:46]2)=[O:44])[CH2:5][CH2:4][CH2:3]1. The catalyst class is: 489. Product: [CH:2]1([O:6][C:7]2[C:16]([C:17]3[NH:18][C:19]([CH:22]4[CH2:23][CH2:24][NH:25][CH2:26][CH2:27]4)=[CH:20][N:21]=3)=[CH:15][CH:14]=[C:13]3[C:8]=2[CH2:9][CH2:10][C@H:11]([CH3:48])[N:12]3[C:43]([CH:45]2[CH2:47][CH2:46]2)=[O:44])[CH2:5][CH2:4][CH2:3]1. (2) Reactant: C(O)(=O)[C:2](O)=[O:3].[CH2:7]([O:9][C:10]([CH:12]1[CH2:14][CH2:13]1)=[O:11])[CH3:8]. Product: [CH2:7]([O:9][C:10]([C:12]1([CH:2]=[O:3])[CH2:14][CH2:13]1)=[O:11])[CH3:8]. The catalyst class is: 6. (3) Reactant: Cl.[NH:2]1[CH2:7][CH2:6][CH:5]([C:8]2[CH:13]=[CH:12][C:11]([NH:14][C:15]3[N:16]=[C:17]([N:24]4[CH2:29][CH2:28][CH2:27][C@@H:26]([NH:30][C:31]([N:33]5[CH2:38][CH2:37][CH2:36][CH2:35][CH2:34]5)=[O:32])[CH2:25]4)[N:18]=[N:19][C:20]=3[C:21]([NH2:23])=[O:22])=[CH:10][CH:9]=2)[CH2:4][CH2:3]1.CCN(C(C)C)C(C)C.[C:48](OC(=O)C)(=[O:50])[CH3:49]. Product: [C:48]([N:2]1[CH2:7][CH2:6][CH:5]([C:8]2[CH:13]=[CH:12][C:11]([NH:14][C:15]3[N:16]=[C:17]([N:24]4[CH2:29][CH2:28][CH2:27][C@@H:26]([NH:30][C:31]([N:33]5[CH2:38][CH2:37][CH2:36][CH2:35][CH2:34]5)=[O:32])[CH2:25]4)[N:18]=[N:19][C:20]=3[C:21]([NH2:23])=[O:22])=[CH:10][CH:9]=2)[CH2:4][CH2:3]1)(=[O:50])[CH3:49]. The catalyst class is: 3. (4) Reactant: C([O:4][CH2:5][C:6]1[C:11]([C:12]#[N:13])=[C:10](Cl)[CH:9]=[C:8]([NH:15][C:16]([NH:18][C@@H:19]([C:21]2[CH:26]=[CH:25][CH:24]=[CH:23][CH:22]=2)[CH3:20])=O)[N:7]=1)(=O)C.[NH2:27][NH2:28].[OH2:29]. Product: [NH2:13][C:12]1[C:11]2[C:6]([CH2:5][OH:4])=[N:7][C:8]([NH:15][C:16]([NH:18][C@@H:19]([C:21]3[CH:22]=[CH:23][CH:24]=[CH:25][CH:26]=3)[CH3:20])=[O:29])=[CH:9][C:10]=2[NH:28][N:27]=1. The catalyst class is: 8. (5) Reactant: [Cl:1][C:2]1[CH:3]=[C:4]2[C:8](=[CH:9][CH:10]=1)[N:7]([CH3:11])[C:6]([CH:12]([NH:19][C:20]1[CH:29]=[CH:28][C:23]([C:24]([O:26]C)=[O:25])=[CH:22][CH:21]=1)[CH2:13][CH2:14][CH2:15][CH2:16][CH2:17][CH3:18])=[CH:5]2.O1CCCC1.[OH-].[Na+]. Product: [Cl:1][C:2]1[CH:3]=[C:4]2[C:8](=[CH:9][CH:10]=1)[N:7]([CH3:11])[C:6]([CH:12]([NH:19][C:20]1[CH:21]=[CH:22][C:23]([C:24]([OH:26])=[O:25])=[CH:28][CH:29]=1)[CH2:13][CH2:14][CH2:15][CH2:16][CH2:17][CH3:18])=[CH:5]2. The catalyst class is: 8. (6) Reactant: [C:1]([NH:4][C:5]1[CH:14]=[C:13]2[C:8]([CH:9]=[CH:10][N:11]3[C:17]([C:18]([O:20]C)=[O:19])=[C:16]([C:22]4[CH:27]=[CH:26][C:25]([Cl:28])=[CH:24][C:23]=4[Cl:29])[N:15]=[C:12]32)=[CH:7][N:6]=1)(=[O:3])[CH3:2].[OH-].[Na+].Cl.CCOC(C)=O. Product: [C:1]([NH:4][C:5]1[CH:14]=[C:13]2[C:8]([CH:9]=[CH:10][N:11]3[C:17]([C:18]([OH:20])=[O:19])=[C:16]([C:22]4[CH:27]=[CH:26][C:25]([Cl:28])=[CH:24][C:23]=4[Cl:29])[N:15]=[C:12]32)=[CH:7][N:6]=1)(=[O:3])[CH3:2]. The catalyst class is: 1. (7) Reactant: [CH3:1][N:2]1[C:6]2=[N:7][CH:8]=[C:9]([C:11]#[N:12])[CH:10]=[C:5]2[CH:4]=[CH:3]1. Product: [CH3:1][N:2]1[C:6]2=[N:7][CH:8]=[C:9]([CH2:11][NH2:12])[CH:10]=[C:5]2[CH:4]=[CH:3]1. The catalyst class is: 834. (8) Reactant: O.[NH2:2][NH2:3].[Cl:4][C:5]1[C:14]2[C:9](=[CH:10][CH:11]=[CH:12][CH:13]=2)[C:8](Cl)=[N:7][N:6]=1. Product: [ClH:4].[Cl:4][C:5]1[C:14]2[C:9](=[CH:10][CH:11]=[CH:12][CH:13]=2)[C:8]([NH:2][NH2:3])=[N:7][N:6]=1. The catalyst class is: 8. (9) Reactant: [CH:1]([C:4]1[CH:12]=[C:7]2[CH:8]=[CH:9][CH:10]=[CH:11][N:6]2[N:5]=1)([CH3:3])[CH3:2].[CH3:13][O:14][C:15]1[CH:23]=[CH:22][C:18]([C:19](Cl)=[O:20])=[CH:17][CH:16]=1.[Al+3].[Cl-].[Cl-].[Cl-].[OH-].[K+]. Product: [CH:1]([C:4]1[C:12]([C:19]([C:18]2[CH:22]=[CH:23][C:15]([O:14][CH3:13])=[CH:16][CH:17]=2)=[O:20])=[C:7]2[CH:8]=[CH:9][CH:10]=[CH:11][N:6]2[N:5]=1)([CH3:3])[CH3:2]. The catalyst class is: 27. (10) Reactant: [CH3:1][O:2][C:3]1[CH:4]=[C:5]([CH2:9][C:10]([OH:12])=O)[CH:6]=[CH:7][CH:8]=1.Cl.CN(C)CCCN=C=NCC.C1C=CC2N(O)N=NC=2C=1.[C:35]([O:39][C:40](=[O:61])[C:41]1[CH:46]=[CH:45][C:44]([CH2:47][N:48]2[C:57](=[O:58])[C:56]3[C:51](=[CH:52][C:53](F)=[C:54]([NH2:59])[CH:55]=3)[N:50]=[CH:49]2)=[CH:43][CH:42]=1)([CH3:38])([CH3:37])[CH3:36].C([O-])(O)=O.[Na+]. Product: [C:35]([O:39][C:40](=[O:61])[C:41]1[CH:46]=[CH:45][C:44]([CH2:47][N:48]2[C:57](=[O:58])[C:56]3[C:51](=[CH:52][CH:53]=[C:54]([NH:59][C:10](=[O:12])[CH2:9][C:5]4[CH:6]=[CH:7][CH:8]=[C:3]([O:2][CH3:1])[CH:4]=4)[CH:55]=3)[N:50]=[CH:49]2)=[CH:43][CH:42]=1)([CH3:38])([CH3:36])[CH3:37]. The catalyst class is: 173.